Dataset: Peptide-MHC class II binding affinity with 134,281 pairs from IEDB. Task: Regression. Given a peptide amino acid sequence and an MHC pseudo amino acid sequence, predict their binding affinity value. This is MHC class II binding data. (1) The peptide sequence is KPGQPPRLLIYDASNRATGIPA. The MHC is DRB1_0401 with pseudo-sequence DRB1_0401. The binding affinity (normalized) is 0.601. (2) The peptide sequence is GELQIVNKIDAAFKI. The MHC is DRB1_1201 with pseudo-sequence DRB1_1201. The binding affinity (normalized) is 0.661. (3) The peptide sequence is EYAATHNPWASQLG. The MHC is DRB1_0101 with pseudo-sequence DRB1_0101. The binding affinity (normalized) is 0.329. (4) The peptide sequence is NNHEENGQSAFETVTEASFP. The MHC is DRB1_1502 with pseudo-sequence DRB1_1502. The binding affinity (normalized) is 0. (5) The peptide sequence is FHGSDGCWYPMEIRP. The MHC is DRB1_0801 with pseudo-sequence DRB1_0801. The binding affinity (normalized) is 0.406. (6) The peptide sequence is FKDTSMQKTIPLVAL. The MHC is DRB1_0404 with pseudo-sequence DRB1_0404. The binding affinity (normalized) is 0.640.